Dataset: Reaction yield outcomes from USPTO patents with 853,638 reactions. Task: Predict the reaction yield, written as a fraction of the theoretical maximum amount of product (1.0 means a 100% yield; for example, 0.34 means a 34% yield). (1) The reactants are [N+:1]([C:4]1[CH:5]=[C:6](/[CH:10]=[CH:11]/[C:12]2[CH:17]=[CH:16][N:15]=[CH:14][CH:13]=2)[CH:7]=[CH:8][CH:9]=1)([O-])=O.O.O.[Sn](Cl)Cl. The catalyst is CCO. The product is [N:15]1[CH:16]=[CH:17][C:12](/[CH:11]=[CH:10]/[C:6]2[CH:5]=[C:4]([NH2:1])[CH:9]=[CH:8][CH:7]=2)=[CH:13][CH:14]=1. The yield is 0.970. (2) The reactants are [C:1]([O:5][C:6]([NH:8][CH2:9][C:10]1[N:11]([CH2:32][CH:33]([CH3:35])[CH3:34])[C:12](=[O:31])[C:13]2[C:18]([C:19]=1[C:20]1[CH:25]=[CH:24][CH:23]=[CH:22][CH:21]=1)=[CH:17][C:16](/[CH:26]=[CH:27]/[C:28]([OH:30])=O)=[CH:15][CH:14]=2)=[O:7])([CH3:4])([CH3:3])[CH3:2].Cl.C([N:39]=C=NCCCN(C)C)C.[NH4+].ON1C2C=CC=CC=2N=N1.O. The catalyst is CN(C)C=O. The product is [C:1]([O:5][C:6]([NH:8][CH2:9][C:10]1[N:11]([CH2:32][CH:33]([CH3:35])[CH3:34])[C:12](=[O:31])[C:13]2[C:18]([C:19]=1[C:20]1[CH:25]=[CH:24][CH:23]=[CH:22][CH:21]=1)=[CH:17][C:16](/[CH:26]=[CH:27]/[C:28]([NH2:39])=[O:30])=[CH:15][CH:14]=2)=[O:7])([CH3:2])([CH3:3])[CH3:4]. The yield is 0.939.